From a dataset of Catalyst prediction with 721,799 reactions and 888 catalyst types from USPTO. Predict which catalyst facilitates the given reaction. Reactant: [C:1]1([CH3:11])[CH:6]=[CH:5][C:4]([S:7](Cl)(=[O:9])=[O:8])=[CH:3][CH:2]=1.[CH3:12][C:13]1([CH3:20])[O:17][C@@H:16]([CH2:18][OH:19])[CH2:15][O:14]1. Product: [C:1]1([CH3:11])[CH:6]=[CH:5][C:4]([S:7]([O:19][CH2:18][C@H:16]2[CH2:15][O:14][C:13]([CH3:20])([CH3:12])[O:17]2)(=[O:9])=[O:8])=[CH:3][CH:2]=1. The catalyst class is: 377.